This data is from Forward reaction prediction with 1.9M reactions from USPTO patents (1976-2016). The task is: Predict the product of the given reaction. (1) Given the reactants [NH2:1][C@@H:2]([C:6]([OH:8])=[O:7])[CH2:3][CH2:4][OH:5].C([O-])([O-])=O.[K+].[K+].[Cl:15][C:16]1[C:23]([CH3:24])=[C:22](F)[CH:21]=[CH:20][C:17]=1[C:18]#[N:19], predict the reaction product. The product is: [Cl:15][C:16]1[C:23]([CH3:24])=[C:22]([NH:1][C@H:2]([CH2:3][CH2:4][OH:5])[C:6]([OH:8])=[O:7])[CH:21]=[CH:20][C:17]=1[C:18]#[N:19]. (2) Given the reactants [Br-].[N:2]1([C:7](=[O:18])[CH2:8][N+:9]2[CH:14]=[CH:13][CH:12]=[CH:11][C:10]=2[CH2:15][C:16]#[N:17])[CH2:6][CH2:5][CH2:4][CH2:3]1.[Cl-:19], predict the reaction product. The product is: [Cl-:19].[N:2]1([C:7](=[O:18])[CH2:8][N+:9]2[CH:14]=[CH:13][CH:12]=[CH:11][C:10]=2[CH2:15][C:16]#[N:17])[CH2:6][CH2:5][CH2:4][CH2:3]1. (3) Given the reactants [CH:1]1[C:13]2[CH:12]([CH2:14][O:15][C:16]([N:18]3[CH2:23][C@@H:22]([C:24](=[O:47])[NH:25][CH2:26][C:27]4([CH2:41][CH2:42][CH2:43][CH2:44][O:45][CH3:46])[C:40]5[CH:39]=[CH:38][CH:37]=[CH:36][C:35]=5[O:34][C:33]5[C:28]4=[CH:29][CH:30]=[CH:31][CH:32]=5)[CH2:21][C@@H:20]([NH2:48])[CH2:19]3)=[O:17])[C:11]3[C:6](=[CH:7][CH:8]=[CH:9][CH:10]=3)[C:5]=2[CH:4]=[CH:3][CH:2]=1.[CH3:49][O:50][C:51]1[CH:56]=[CH:55][C:54]([CH2:57][C:58](Cl)=[O:59])=[CH:53][CH:52]=1, predict the reaction product. The product is: [CH:1]1[C:13]2[CH:12]([CH2:14][O:15][C:16]([N:18]3[CH2:19][C@H:20]([NH:48][C:58](=[O:59])[CH2:57][C:54]4[CH:55]=[CH:56][C:51]([O:50][CH3:49])=[CH:52][CH:53]=4)[CH2:21][C@H:22]([C:24](=[O:47])[NH:25][CH2:26][C:27]4([CH2:41][CH2:42][CH2:43][CH2:44][O:45][CH3:46])[C:40]5[CH:39]=[CH:38][CH:37]=[CH:36][C:35]=5[O:34][C:33]5[C:28]4=[CH:29][CH:30]=[CH:31][CH:32]=5)[CH2:23]3)=[O:17])[C:11]3[C:6](=[CH:7][CH:8]=[CH:9][CH:10]=3)[C:5]=2[CH:4]=[CH:3][CH:2]=1. (4) Given the reactants Br[C:2]1[NH:3][C:4]2[C:9]([C:10]=1[CH:11]1[CH2:16][CH2:15][CH2:14][CH2:13][CH2:12]1)=[CH:8][CH:7]=[C:6]([C:17]([O:19][CH3:20])=[O:18])[CH:5]=2.[CH:21]([C:23]1[C:24]([O:32][CH3:33])=[C:25](B(O)O)[CH:26]=[CH:27][CH:28]=1)=[O:22].C([O-])([O-])=O.[Na+].[Na+], predict the reaction product. The product is: [CH:11]1([C:10]2[C:9]3[C:4](=[CH:5][C:6]([C:17]([O:19][CH3:20])=[O:18])=[CH:7][CH:8]=3)[NH:3][C:2]=2[C:25]2[CH:26]=[CH:27][CH:28]=[C:23]([CH:21]=[O:22])[C:24]=2[O:32][CH3:33])[CH2:16][CH2:15][CH2:14][CH2:13][CH2:12]1. (5) Given the reactants [SH:1][C:2]1[CH:10]=[CH:9][CH:8]=[CH:7][C:3]=1[C:4]([OH:6])=[O:5].Br[CH2:12][CH2:13][C:14]([C:17]1[CH:22]=[CH:21][C:20]([F:23])=[CH:19][CH:18]=1)([F:16])[F:15].C(=O)([O-])[O-].[K+].[K+].Cl, predict the reaction product. The product is: [F:16][C:14]([F:15])([C:17]1[CH:22]=[CH:21][C:20]([F:23])=[CH:19][CH:18]=1)[CH2:13][CH2:12][S:1][C:2]1[CH:10]=[CH:9][CH:8]=[CH:7][C:3]=1[C:4]([OH:6])=[O:5]. (6) Given the reactants C(O[C:4]1[C:13](=[O:14])[C:12]2[C:7](=[CH:8][CH:9]=[CH:10][CH:11]=2)[C:6](=[N:15][S:16]([C:19]2[S:20][CH:21]=[CH:22][CH:23]=2)(=[O:18])=[O:17])[CH:5]=1)C.ClC1C(=O)C2C(=CC=CC=2)/C(=N/[S:37](C2SC=CC=2)(=[O:39])=[O:38])/C=1.[O-:45][CH2:46][CH3:47].[Na+].C([OH:51])C, predict the reaction product. The product is: [OH:14][C:13]1[C:12]2[C:7](=[CH:8][CH:9]=[CH:10][CH:11]=2)[C:6]([NH:15][S:16]([C:19]2[S:20][CH:21]=[CH:22][CH:23]=2)(=[O:17])=[O:18])=[CH:5][C:4]=1[S:37]([CH2:47][C:46]([OH:51])=[O:45])(=[O:39])=[O:38]. (7) Given the reactants [CH3:1][CH:2]([CH3:7])/[CH:3]=[CH:4]/[CH2:5][OH:6].ClCCl.Cl.C(N=C=NCCCN(C)C)C.[Br:23][C:24]1[CH:29]=[CH:28][C:27]([CH:30]([CH3:34])[C:31](O)=[O:32])=[CH:26][C:25]=1[Cl:35].O, predict the reaction product. The product is: [CH3:1][CH:2]([CH3:7])/[CH:3]=[CH:4]/[CH2:5][O:6][C:31](=[O:32])[CH:30]([C:27]1[CH:28]=[CH:29][C:24]([Br:23])=[C:25]([Cl:35])[CH:26]=1)[CH3:34]. (8) Given the reactants [CH3:1][O:2][C:3]1[CH:4]=[C:5]2[C:10](=[CH:11][C:12]=1[O:13][CH3:14])[N:9]=[CH:8][N:7]=[C:6]2[O:15][C:16]1[CH:21]=[CH:20][C:19]([CH2:22][C:23](O)=[O:24])=[CH:18][CH:17]=1.[NH2:26][C:27]1[CH:32]=[CH:31][C:30]([N:33]([C:37]([O:39][C:40]([CH3:43])([CH3:42])[CH3:41])=[O:38])[CH2:34][CH2:35][CH3:36])=[CH:29][N:28]=1, predict the reaction product. The product is: [C:40]([O:39][C:37]([N:33]([C:30]1[CH:31]=[CH:32][C:27]([NH:26][C:23](=[O:24])[CH2:22][C:19]2[CH:20]=[CH:21][C:16]([O:15][C:6]3[C:5]4[C:10](=[CH:11][C:12]([O:13][CH3:14])=[C:3]([O:2][CH3:1])[CH:4]=4)[N:9]=[CH:8][N:7]=3)=[CH:17][CH:18]=2)=[N:28][CH:29]=1)[CH2:34][CH2:35][CH3:36])=[O:38])([CH3:41])([CH3:42])[CH3:43].